From a dataset of Forward reaction prediction with 1.9M reactions from USPTO patents (1976-2016). Predict the product of the given reaction. (1) Given the reactants [CH3:1][C@H:2]1[CH2:6][CH2:5][CH2:4][N:3]1[C@H:7]1[CH2:11][CH2:10][N:9]([C:12]2[CH:13]=[C:14]3[C:19](=[CH:20][CH:21]=2)[CH2:18][NH:17][CH2:16][CH2:15]3)[CH2:8]1.[CH3:22][O:23][C:24]1[CH:32]=[CH:31][C:27]([C:28](Cl)=[O:29])=[CH:26][CH:25]=1.C(N(CC)CC)C, predict the reaction product. The product is: [CH3:22][O:23][C:24]1[CH:32]=[CH:31][C:27]([C:28]([N:17]2[CH2:16][CH2:15][C:14]3[C:19](=[CH:20][CH:21]=[C:12]([N:9]4[CH2:10][CH2:11][C@H:7]([N:3]5[CH2:4][CH2:5][CH2:6][C@@H:2]5[CH3:1])[CH2:8]4)[CH:13]=3)[CH2:18]2)=[O:29])=[CH:26][CH:25]=1. (2) The product is: [Br:5][C:6]1[CH:7]=[C:8]2[C:12](=[CH:13][C:14]=1[N+:1]([O-:4])=[O:2])[C:11](=[O:15])[CH2:10][CH2:9]2. Given the reactants [N+:1]([O-:4])(O)=[O:2].[Br:5][C:6]1[CH:7]=[C:8]2[C:12](=[CH:13][CH:14]=1)[C:11](=[O:15])[CH2:10][CH2:9]2, predict the reaction product. (3) Given the reactants Cl[C:2]1[N:10]=[C:9](Cl)[CH:8]=[CH:7][C:3]=1[C:4]([NH2:6])=[O:5].[CH2:12]([O:19][C:20]1[CH:25]=[CH:24][C:23]([OH:26])=[CH:22][CH:21]=1)[C:13]1[CH:18]=[CH:17][CH:16]=[CH:15][CH:14]=1.C(O[C:32](=[O:39])[NH:33][C@H:34]1[CH2:38][CH2:37][NH:36][CH2:35]1)(C)(C)C.[C:40](O)(=O)[CH:41]=C, predict the reaction product. The product is: [C:32]([NH:33][C@H:34]1[CH2:38][CH2:37][N:36]([C:9]2[CH:8]=[CH:7][C:3]([C:4]([NH2:6])=[O:5])=[C:2]([O:26][C:23]3[CH:22]=[CH:21][C:20]([O:19][CH2:12][C:13]4[CH:14]=[CH:15][CH:16]=[CH:17][CH:18]=4)=[CH:25][CH:24]=3)[N:10]=2)[CH2:35]1)(=[O:39])[CH:40]=[CH2:41].